This data is from Full USPTO retrosynthesis dataset with 1.9M reactions from patents (1976-2016). The task is: Predict the reactants needed to synthesize the given product. Given the product [N+:23]([C:31]1[CH:26]=[C:25]2[C:20](=[CH:19][CH:30]=1)[N:21]([C:2]1[CH:3]=[CH:4][C:5]([NH2:8])=[N:6][CH:7]=1)[CH:22]=[CH:24]2)([O-:9])=[O:39], predict the reactants needed to synthesize it. The reactants are: Br[C:2]1[CH:3]=[CH:4][C:5]([NH2:8])=[N:6][CH:7]=1.[O-:9]P([O-])([O-])=O.[K+].[K+].[K+].CN[CH2:19][CH2:20][NH:21][CH3:22].[NH:23]1[C:31]2[C:26](=CC=C[CH:30]=2)[CH:25]=[CH:24]1.BrC1C=NC=CC=1.[OH2:39].